From a dataset of Forward reaction prediction with 1.9M reactions from USPTO patents (1976-2016). Predict the product of the given reaction. (1) Given the reactants [N:1]1[C:10]2[C:5](=[CH:6][C:7]([CH2:11][N:12]3[C:16]4=[N:17][C:18]([C:21](=[N:23][NH2:24])[NH2:22])=[CH:19][N:20]=[C:15]4[N:14]=[N:13]3)=[CH:8][CH:9]=2)[CH:4]=[CH:3][CH:2]=1.N1C=CC=CC=1.[C:31](OC(=O)C)(=[O:33])[CH3:32], predict the reaction product. The product is: [C:31]([NH:24]/[N:23]=[C:21](\[C:18]1[N:17]=[C:16]2[N:12]([CH2:11][C:7]3[CH:6]=[C:5]4[C:10](=[CH:9][CH:8]=3)[N:1]=[CH:2][CH:3]=[CH:4]4)[N:13]=[N:14][C:15]2=[N:20][CH:19]=1)/[NH2:22])(=[O:33])[CH3:32]. (2) Given the reactants [Cl:1][C:2]1[CH:19]=[CH:18][C:17]([C:20]2[CH:24]=[C:23]([CH3:25])[NH:22][N:21]=2)=[CH:16][C:3]=1[C:4]([NH:6][CH2:7][C:8]1([OH:15])[CH2:14][CH2:13][CH2:12][CH2:11][CH2:10][CH2:9]1)=[O:5].[CH3:26][O:27][CH2:28][CH:29]1[CH2:31][O:30]1, predict the reaction product. The product is: [Cl:1][C:2]1[CH:19]=[CH:18][C:17]([C:20]2[CH:24]=[C:23]([CH3:25])[N:22]([CH2:31][CH:29]([OH:30])[CH2:28][O:27][CH3:26])[N:21]=2)=[CH:16][C:3]=1[C:4]([NH:6][CH2:7][C:8]1([OH:15])[CH2:14][CH2:13][CH2:12][CH2:11][CH2:10][CH2:9]1)=[O:5]. (3) Given the reactants [Li+].C[Si]([N-][Si](C)(C)C)(C)C.[Br:11][C:12]1[CH:13]=[C:14]2[C:19](=[N:20][C:21]=1[CH:22]([O:25][CH3:26])[O:23][CH3:24])[N:18]([C:27]([O:29]C1C=CC=CC=1)=O)[CH2:17][CH2:16][CH2:15]2.[NH2:36][C:37]1[CH:44]=[C:43]([NH:45][CH2:46][CH2:47][O:48][CH3:49])[C:40]([C:41]#[N:42])=[CH:39][N:38]=1, predict the reaction product. The product is: [Br:11][C:12]1[CH:13]=[C:14]2[C:19](=[N:20][C:21]=1[CH:22]([O:23][CH3:24])[O:25][CH3:26])[N:18]([C:27]([NH:36][C:37]1[CH:44]=[C:43]([NH:45][CH2:46][CH2:47][O:48][CH3:49])[C:40]([C:41]#[N:42])=[CH:39][N:38]=1)=[O:29])[CH2:17][CH2:16][CH2:15]2. (4) Given the reactants [OH:1][CH2:2][C:3]1[O:7][N:6]=[C:5]([C:8]([O:10]CC)=[O:9])[CH:4]=1.[Cl:13][C:14]1[CH:21]=[CH:20][C:17]([CH2:18]Br)=[C:16]([F:22])[CH:15]=1.C1OCCOCCOCCOCCOCCOC1.[H-].[Na+].Cl.[OH-].[K+], predict the reaction product. The product is: [Cl:13][C:14]1[CH:21]=[CH:20][C:17]([CH2:18][O:1][CH2:2][C:3]2[O:7][N:6]=[C:5]([C:8]([OH:10])=[O:9])[CH:4]=2)=[C:16]([F:22])[CH:15]=1. (5) Given the reactants N(C(OCC)=O)=NC(OCC)=O.[C:13]([N:20]1[CH2:25][CH2:24][CH:23]([OH:26])[CH2:22][CH2:21]1)([O:15][C:16]([CH3:19])([CH3:18])[CH3:17])=[O:14].O[N:28]1[C:32](=[O:33])[C:31]2=[CH:34][CH:35]=[CH:36][CH:37]=[C:30]2[C:29]1=[O:38].C1(P(C2C=CC=CC=2)C2C=CC=CC=2)C=CC=CC=1, predict the reaction product. The product is: [O:38]=[C:29]1[C:30]2[C:31](=[CH:34][CH:35]=[CH:36][CH:37]=2)[C:32](=[O:33])[N:28]1[O:26][CH:23]1[CH2:24][CH2:25][N:20]([C:13]([O:15][C:16]([CH3:19])([CH3:18])[CH3:17])=[O:14])[CH2:21][CH2:22]1. (6) Given the reactants [C:1]([N:4]1[CH2:8][CH2:7][CH:6]([NH:9][C:10](=[O:16])[O:11][C:12]([CH3:15])([CH3:14])[CH3:13])[CH2:5]1)(=[O:3])[CH3:2].[C:17](Cl)(=O)CC, predict the reaction product. The product is: [C:1]([N:4]1[CH2:8][CH2:7][CH:6]([NH:9][C:10](=[O:16])[O:11][C:12]([CH3:15])([CH3:14])[CH3:13])[CH2:5]1)(=[O:3])[CH2:2][CH3:17]. (7) Given the reactants [CH3:1][O:2][C:3]1[CH:4]=[C:5]([C:11]2[C:12](C(OC)=O)=[C:13]3[N:18]([C:19](=[O:25])[C:20]=2C(OC)=O)[CH:17]=[C:16]([F:26])[CH:15]=[CH:14]3)[CH:6]=[CH:7][C:8]=1[O:9][CH3:10].[Li+].[OH-].C(O)(C(F)(F)F)=O.O, predict the reaction product. The product is: [CH3:1][O:2][C:3]1[CH:4]=[C:5]([C:11]2[CH:12]=[C:13]3[N:18]([C:19](=[O:25])[CH:20]=2)[CH:17]=[C:16]([F:26])[CH:15]=[CH:14]3)[CH:6]=[CH:7][C:8]=1[O:9][CH3:10]. (8) Given the reactants Br[C:2]1[CH:3]=[C:4]([CH2:8][CH2:9][CH2:10][NH:11][C:12](=[O:17])[C:13]([F:16])([F:15])[F:14])[CH:5]=[CH:6][CH:7]=1.[C:18]([CH:20]1[CH2:25][CH2:24][CH2:23][CH2:22][CH:21]1[OH:26])#[CH:19], predict the reaction product. The product is: [F:14][C:13]([F:16])([F:15])[C:12]([NH:11][CH2:10][CH2:9][CH2:8][C:4]1[CH:5]=[CH:6][CH:7]=[C:2]([C:19]#[C:18][CH:20]2[CH2:25][CH2:24][CH2:23][CH2:22][CH:21]2[OH:26])[CH:3]=1)=[O:17]. (9) Given the reactants [NH2:1][C:2]1[N:7]=[C:6]([C:8]2[CH:16]=[CH:15][C:11]3[O:12][CH2:13][O:14][C:10]=3[CH:9]=2)[C:5]([C:17]#[N:18])=[C:4](S(C)(=O)=O)[N:3]=1.[CH:23]1([OH:29])[CH2:28][CH2:27][CH2:26][CH2:25][CH2:24]1.C1CCN2C(=NCCC2)CC1, predict the reaction product. The product is: [NH2:1][C:2]1[N:7]=[C:6]([C:8]2[CH:16]=[CH:15][C:11]3[O:12][CH2:13][O:14][C:10]=3[CH:9]=2)[C:5]([C:17]#[N:18])=[C:4]([O:29][CH:23]2[CH2:28][CH2:27][CH2:26][CH2:25][CH2:24]2)[N:3]=1.